This data is from Reaction yield outcomes from USPTO patents with 853,638 reactions. The task is: Predict the reaction yield, written as a fraction of the theoretical maximum amount of product (1.0 means a 100% yield; for example, 0.34 means a 34% yield). The reactants are [CH3:1][N:2]1[CH2:7][CH2:6][N:5]([C:8]2[CH:20]=[CH:19][C:11]([C:12]([O:14][C:15]([CH3:18])([CH3:17])[CH3:16])=[O:13])=[C:10]([NH:21][CH:22]3[CH2:27][CH2:26][N:25]([CH3:28])[CH2:24][CH2:23]3)[CH:9]=2)[CH2:4][CH2:3]1.C(N(CC)CC)C.[F:36][C:37]([F:48])([F:47])[C:38](O[C:38](=[O:39])[C:37]([F:48])([F:47])[F:36])=[O:39]. The catalyst is ClCCl. The product is [CH3:1][N:2]1[CH2:3][CH2:4][N:5]([C:8]2[CH:20]=[CH:19][C:11]([C:12]([O:14][C:15]([CH3:18])([CH3:17])[CH3:16])=[O:13])=[C:10]([N:21]([CH:22]3[CH2:27][CH2:26][N:25]([CH3:28])[CH2:24][CH2:23]3)[C:38](=[O:39])[C:37]([F:48])([F:47])[F:36])[CH:9]=2)[CH2:6][CH2:7]1. The yield is 0.930.